Predict which catalyst facilitates the given reaction. From a dataset of Catalyst prediction with 721,799 reactions and 888 catalyst types from USPTO. (1) The catalyst class is: 4. Reactant: [N+:1]([C:4]1[CH:5]=[N:6][C:7]2[C:12]([C:13]=1[NH:14][CH2:15][C:16]([CH3:19])([NH2:18])[CH3:17])=[CH:11][CH:10]=[C:9]([C:20]1[CH:25]=[CH:24][CH:23]=[CH:22][CH:21]=1)[CH:8]=2)([O-:3])=[O:2].[CH:26]1([N:32]=[C:33]=[O:34])[CH2:31][CH2:30][CH2:29][CH2:28][CH2:27]1. Product: [CH:26]1([NH:32][C:33]([NH:18][C:16]([CH3:19])([CH3:17])[CH2:15][NH:14][C:13]2[C:12]3[C:7](=[CH:8][C:9]([C:20]4[CH:21]=[CH:22][CH:23]=[CH:24][CH:25]=4)=[CH:10][CH:11]=3)[N:6]=[CH:5][C:4]=2[N+:1]([O-:3])=[O:2])=[O:34])[CH2:31][CH2:30][CH2:29][CH2:28][CH2:27]1. (2) Reactant: [Br:1][C:2]1[CH:3]=[C:4]([C:8]2([CH3:15])[NH:13][C:12](=O)[CH2:11][O:10][CH2:9]2)[CH:5]=[CH:6][CH:7]=1.COC1C=CC(P2(SP(C3C=CC(OC)=CC=3)(=S)S2)=[S:25])=CC=1.CCOC(C)=O. Product: [Br:1][C:2]1[CH:3]=[C:4]([C:8]2([CH3:15])[NH:13][C:12](=[S:25])[CH2:11][O:10][CH2:9]2)[CH:5]=[CH:6][CH:7]=1. The catalyst class is: 1.